Dataset: Forward reaction prediction with 1.9M reactions from USPTO patents (1976-2016). Task: Predict the product of the given reaction. Given the reactants [F:1][C:2]1[CH:7]=[CH:6][C:5]([CH2:8][CH2:9][N:10]2[CH2:15][CH2:14][C@@H:13]([CH3:16])[C@H:12]([CH2:17][NH2:18])[CH2:11]2)=[CH:4][CH:3]=1.C1([O:25][C:26](=O)[NH:27][C:28]2[CH:33]=[C:32]([C:34]3[N:38]([CH3:39])[N:37]=[N:36][N:35]=3)[CH:31]=[C:30]([CH2:40][CH3:41])[CH:29]=2)C=CC=CC=1.C(N(CC)CC)C, predict the reaction product. The product is: [CH2:40]([C:30]1[CH:29]=[C:28]([NH:27][C:26]([NH:18][CH2:17][C@H:12]2[C@H:13]([CH3:16])[CH2:14][CH2:15][N:10]([CH2:9][CH2:8][C:5]3[CH:6]=[CH:7][C:2]([F:1])=[CH:3][CH:4]=3)[CH2:11]2)=[O:25])[CH:33]=[C:32]([C:34]2[N:38]([CH3:39])[N:37]=[N:36][N:35]=2)[CH:31]=1)[CH3:41].